This data is from Forward reaction prediction with 1.9M reactions from USPTO patents (1976-2016). The task is: Predict the product of the given reaction. (1) Given the reactants N(C(OCC)=O)=NC(OCC)=O.[Cl:13][C:14]1[CH:19]=[CH:18][CH:17]=[CH:16][C:15]=1[CH:20]([OH:22])[CH3:21].C1(P(C2C=CC=CC=2)C2C=CC=CC=2)C=CC=CC=1.[CH3:42][O:43][C:44]([C:46]1[S:47][C:48]([C:52]([O:54][CH3:55])=[O:53])=[CH:49][C:50]=1O)=[O:45], predict the reaction product. The product is: [CH3:42][O:43][C:44]([C:46]1[S:47][C:48]([C:52]([O:54][CH3:55])=[O:53])=[CH:49][C:50]=1[O:22][CH:20]([C:15]1[CH:16]=[CH:17][CH:18]=[CH:19][C:14]=1[Cl:13])[CH3:21])=[O:45]. (2) Given the reactants [CH2:1]([CH2:3][NH2:4])[OH:2].[C:5](OC=C)(=[O:21])[CH2:6][CH2:7][CH2:8][CH2:9][CH2:10][CH2:11][CH2:12][CH2:13][CH2:14][CH2:15][CH2:16][CH2:17][CH2:18][CH2:19][CH3:20].C[O-].[Na+], predict the reaction product. The product is: [C:5]([NH:4][CH2:3][CH2:1][OH:2])(=[O:21])[CH2:6][CH2:7][CH2:8][CH2:9][CH2:10][CH2:11][CH2:12][CH2:13][CH2:14][CH2:15][CH2:16][CH2:17][CH2:18][CH2:19][CH3:20]. (3) Given the reactants [Br:1][C:2]1[CH:7]=[CH:6][CH:5]=[CH:4][C:3]=1[NH2:8].[C:9](Cl)(=[O:11])[CH3:10].Cl, predict the reaction product. The product is: [Br:1][C:2]1[CH:7]=[CH:6][CH:5]=[CH:4][C:3]=1[NH:8][C:9](=[O:11])[CH3:10].